Task: Predict the reaction yield, written as a fraction of the theoretical maximum amount of product (1.0 means a 100% yield; for example, 0.34 means a 34% yield).. Dataset: Reaction yield outcomes from USPTO patents with 853,638 reactions (1) The reactants are C[O:2][C:3](=[O:35])[CH:4]([C:10]1[CH:15]=[CH:14][C:13](/[CH:16]=[CH:17]/[C:18](=[O:34])[NH:19][C:20]2[CH:25]=[CH:24][CH:23]=[CH:22][C:21]=2[NH:26][C:27]([O:29][C:30]([CH3:33])([CH3:32])[CH3:31])=[O:28])=[CH:12][CH:11]=1)OS(C)(=O)=O.C([O-])([O-])=O.[K+].[K+].[N:42]1([CH:48]([CH3:51])[CH2:49][NH2:50])[CH2:47][CH2:46][O:45][CH2:44][CH2:43]1.[Li+].[OH-].[C:54]([O:58][C:59](O[C:59]([O:58][C:54]([CH3:57])([CH3:56])[CH3:55])=[O:60])=[O:60])([CH3:57])([CH3:56])[CH3:55]. The catalyst is CC#N. The product is [C:30]([O:29][C:27]([NH:26][C:21]1[CH:22]=[CH:23][CH:24]=[CH:25][C:20]=1[NH:19][C:18](/[CH:17]=[CH:16]/[C:13]1[CH:12]=[CH:11][C:10]([CH:4]([N:50]([C:59]([O:58][C:54]([CH3:57])([CH3:56])[CH3:55])=[O:60])[CH2:49][CH:48]([N:42]2[CH2:47][CH2:46][O:45][CH2:44][CH2:43]2)[CH3:51])[C:3]([OH:2])=[O:35])=[CH:15][CH:14]=1)=[O:34])=[O:28])([CH3:32])([CH3:33])[CH3:31]. The yield is 0.750. (2) The reactants are CC1(C)OC(=O)[C:5](=[CH:9][NH:10][C:11]2[S:15][C:14]([CH2:16][CH2:17][CH3:18])=[N:13][CH:12]=2)[C:4](=O)[O:3]1.C1(OC2C=CC=CC=2)C=CC=CC=1. No catalyst specified. The product is [CH2:16]([C:14]1[S:15][C:11]2[NH:10][CH:9]=[CH:5][C:4](=[O:3])[C:12]=2[N:13]=1)[CH2:17][CH3:18]. The yield is 0.830. (3) The yield is 0.990. The product is [C:64]([O:63][C:58]1[CH:59]=[CH:60][CH:61]=[CH:62][C:57]=1[CH2:56][N:48]([CH2:49][C:50]1[CH:55]=[CH:54][CH:53]=[CH:52][N:51]=1)[CH2:47][CH2:46][CH2:45][CH2:44][CH2:43][CH2:42][N:75]1[CH2:74][CH2:73][C:72]2[C:77](=[CH:78][C:79]([O:80][CH3:81])=[C:70]([O:69][CH3:68])[CH:71]=2)[CH2:76]1)([CH3:67])([CH3:66])[CH3:65]. The reactants are C(OC1C=CC=CC=1CN(CC1C=CC=CN=1)CCCCCCC1CCC(C2C=CC=CC=2OC)CC1)(C)(C)C.Br[CH2:42][CH2:43][CH2:44][CH2:45][CH2:46][CH2:47][N:48]([CH2:56][C:57]1[CH:62]=[CH:61][CH:60]=[CH:59][C:58]=1[O:63][C:64]([CH3:67])([CH3:66])[CH3:65])[CH2:49][C:50]1[CH:55]=[CH:54][CH:53]=[CH:52][N:51]=1.[CH3:68][O:69][C:70]1[CH:71]=[C:72]2[C:77](=[CH:78][C:79]=1[O:80][CH3:81])[CH2:76][NH:75][CH2:74][CH2:73]2. No catalyst specified.